This data is from Forward reaction prediction with 1.9M reactions from USPTO patents (1976-2016). The task is: Predict the product of the given reaction. (1) Given the reactants [C:1]([C:4]1[O:8][N:7]=[C:6]([O:9][CH2:10][C:11]([OH:13])=[O:12])[CH:5]=1)([OH:3])=[O:2].[C:14]1(C)C=CC(S(O)(=O)=O)=C[CH:15]=1, predict the reaction product. The product is: [C:1]([C:4]1[O:8][N:7]=[C:6]([O:9][CH2:10][C:11]([O:13][CH2:14][CH3:15])=[O:12])[CH:5]=1)([OH:3])=[O:2]. (2) Given the reactants [Cl:1][C:2]1[CH:3]=[C:4]([NH:9][C:10]2[C:28]3[C:14](=[CH:15][C:16]4[O:17][CH2:18][CH2:19][CH2:20]S[CH2:22][CH2:23][CH2:24][O:25][C:26]=4[CH:27]=3)[N:13]=[CH:12][N:11]=2)[CH:5]=[CH:6][C:7]=1[F:8].O[O:30][S:31]([O-:33])=O.[K+].O, predict the reaction product. The product is: [Cl:1][C:2]1[CH:3]=[C:4]([NH:9][C:10]2[C:28]3[C:14](=[CH:15][C:16]4[O:17][CH2:18][CH2:19][CH2:20][S:31](=[O:33])(=[O:30])[CH2:22][CH2:23][CH2:24][O:25][C:26]=4[CH:27]=3)[N:13]=[CH:12][N:11]=2)[CH:5]=[CH:6][C:7]=1[F:8]. (3) Given the reactants F[C:2]1[CH:7]=[C:6]([C:8]2[C:9]3[S:23][CH:22]=[CH:21][C:10]=3[N:11]=[C:12]([C:14]3[CH:15]=[C:16]([OH:20])[CH:17]=[CH:18][CH:19]=3)[N:13]=2)[CH:5]=[CH:4][N:3]=1.Cl.[CH3:25][NH:26][CH3:27].C(N(CC)CC)C.O1CCOCC1, predict the reaction product. The product is: [CH3:25][N:26]([CH3:27])[C:2]1[CH:7]=[C:6]([C:8]2[C:9]3[S:23][CH:22]=[CH:21][C:10]=3[N:11]=[C:12]([C:14]3[CH:15]=[C:16]([OH:20])[CH:17]=[CH:18][CH:19]=3)[N:13]=2)[CH:5]=[CH:4][N:3]=1. (4) Given the reactants C1(O[C:8](=[O:27])[NH:9][C:10]2[S:11][C:12]3[C:13]([N:21]4[CH2:26][CH2:25][O:24][CH2:23][CH2:22]4)=[N:14][CH:15]=[C:16]([O:19][CH3:20])[C:17]=3[N:18]=2)C=CC=CC=1.FC(F)(F)C(O)=O.[C@H:35]12[CH2:41][C@H:38]([NH:39][CH2:40]1)[CH2:37][O:36]2.C(N(CC)C(C)C)(C)C, predict the reaction product. The product is: [CH3:20][O:19][C:16]1[C:17]2[N:18]=[C:10]([NH:9][C:8]([N:39]3[CH2:40][C@@H:35]4[CH2:41][C@H:38]3[CH2:37][O:36]4)=[O:27])[S:11][C:12]=2[C:13]([N:21]2[CH2:26][CH2:25][O:24][CH2:23][CH2:22]2)=[N:14][CH:15]=1. (5) Given the reactants [CH2:1]([S:3][C:4](=[O:8])[O:5][CH2:6]Cl)[CH3:2].[C:9]([O-:14])(=[O:13])[CH:10]([CH3:12])[CH3:11].[Cs+], predict the reaction product. The product is: [CH2:1]([S:3][C:4]([O:5][CH2:6][O:14][C:9](=[O:13])[CH:10]([CH3:12])[CH3:11])=[O:8])[CH3:2].